Predict the product of the given reaction. From a dataset of Forward reaction prediction with 1.9M reactions from USPTO patents (1976-2016). (1) Given the reactants [N:1]1([C:7]([N:9]2[CH2:14][CH:13]([C:15]3[CH:20]=[CH:19][C:18]([C:21]([F:24])([F:23])[F:22])=[CH:17][CH:16]=3)[CH2:12][CH:11]([C:25]([OH:27])=O)[CH2:10]2)=[O:8])[CH2:6][CH2:5][O:4][CH2:3][CH2:2]1.O[N:29]=[C:30]([C:32]1[CH:37]=[CH:36][CH:35]=[CH:34][N:33]=1)[NH2:31], predict the reaction product. The product is: [N:1]1([C:7]([N:9]2[CH2:14][CH:13]([C:15]3[CH:16]=[CH:17][C:18]([C:21]([F:23])([F:24])[F:22])=[CH:19][CH:20]=3)[CH2:12][CH:11]([C:25]3[O:27][N:31]=[C:30]([C:32]4[CH:37]=[CH:36][CH:35]=[CH:34][N:33]=4)[N:29]=3)[CH2:10]2)=[O:8])[CH2:2][CH2:3][O:4][CH2:5][CH2:6]1. (2) Given the reactants Br.Br[CH2:3][C:4]([NH:6][CH:7]([CH3:21])[CH2:8][CH2:9][N:10]([CH2:12][C:13]1[CH:18]=[CH:17][C:16]([Cl:19])=[C:15]([Cl:20])[CH:14]=1)[CH3:11])=[O:5].[N:22]1[C:30]2[C:25](=[N:26][CH:27]=[CH:28][CH:29]=2)[S:24][C:23]=1[SH:31], predict the reaction product. The product is: [Cl:20][C:15]1[CH:14]=[C:13]([CH:18]=[CH:17][C:16]=1[Cl:19])[CH2:12][N:10]([CH3:11])[CH2:9][CH2:8][CH:7]([NH:6][C:4](=[O:5])[CH2:3][S:31][C:23]1[S:24][C:25]2[C:30]([N:22]=1)=[CH:29][CH:28]=[CH:27][N:26]=2)[CH3:21]. (3) Given the reactants [C:1]([O:4][C:5]1[CH:6]=[C:7]2[C:12](=[CH:13][C:14]=1[O:15][CH3:16])[N:11]=[CH:10][N:9]=[C:8]2Cl)(=[O:3])[CH3:2].[F:18][C:19]1[CH:25]=[CH:24][C:22]([NH2:23])=[CH:21][CH:20]=1, predict the reaction product. The product is: [C:1]([O:4][C:5]1[CH:6]=[C:7]2[C:12](=[CH:13][C:14]=1[O:15][CH3:16])[N:11]=[CH:10][N:9]=[C:8]2[NH:23][C:22]1[CH:24]=[CH:25][C:19]([F:18])=[CH:20][CH:21]=1)(=[O:3])[CH3:2]. (4) The product is: [N:18]1([C:15]2[CH:16]=[CH:17][C:12]([NH:11][C:9]3[N:10]=[C:3]4[C:2]([C:61]5[CH:62]=[CH:63][CH:64]=[CH:65][C:60]=5[O:59][C:66]5[CH:67]=[CH:68][CH:69]=[CH:70][CH:71]=5)=[N:7][CH:6]=[CH:5][N:4]4[N:8]=3)=[CH:13][CH:14]=2)[CH2:23][CH2:22][O:21][CH2:20][CH2:19]1. Given the reactants Cl[C:2]1[C:3]2[N:4]([N:8]=[C:9]([NH:11][C:12]3[CH:17]=[CH:16][C:15]([N:18]4[CH2:23][CH2:22][O:21][CH2:20][CH2:19]4)=[CH:14][CH:13]=3)[N:10]=2)[CH:5]=[CH:6][N:7]=1.C(=O)([O-])[O-].[K+].[K+].C1(P(C2CCCCC2)C2C=CC=CC=2C2C(OC)=CC=CC=2OC)CCCCC1.[O:59]([C:66]1[CH:71]=[CH:70][CH:69]=[CH:68][C:67]=1B(O)O)[C:60]1[CH:65]=[CH:64][CH:63]=[CH:62][CH:61]=1, predict the reaction product. (5) Given the reactants C([N:8]1[C:17](=[O:18])[C:16]2[C:11](=[CH:12][C:13]([O:34][CH3:35])=[C:14]([O:19][CH2:20][CH2:21][N:22]([CH2:30][C@@H:31]([OH:33])[CH3:32])CC3C=CC=CC=3)[CH:15]=2)[N:10]=[CH:9]1)C1C=CC=CC=1, predict the reaction product. The product is: [O:18]=[C:17]1[C:16]2[C:11](=[CH:12][C:13]([O:34][CH3:35])=[C:14]([O:19][CH2:20][CH2:21][NH:22][CH2:30][C@@H:31]([OH:33])[CH3:32])[CH:15]=2)[N:10]=[CH:9][NH:8]1. (6) The product is: [N+:8]([C:4]1[CH:3]=[C:2]([N:11]2[CH2:14][CH2:13][CH2:12]2)[CH:7]=[CH:6][CH:5]=1)([O-:10])=[O:9]. Given the reactants F[C:2]1[CH:7]=[CH:6][CH:5]=[C:4]([N+:8]([O-:10])=[O:9])[CH:3]=1.[NH:11]1[CH2:14][CH2:13][CH2:12]1.Cl.C([O-])([O-])=O.[K+].[K+], predict the reaction product.